From a dataset of Full USPTO retrosynthesis dataset with 1.9M reactions from patents (1976-2016). Predict the reactants needed to synthesize the given product. The reactants are: [Br:1][C:2]1[CH:7]=[CH:6][CH:5]=[CH:4][C:3]=1I.[C:9]1(B(O)O)[C:18]2[C:13](=[CH:14][CH:15]=[CH:16][CH:17]=2)[CH:12]=[CH:11][CH:10]=1. Given the product [Br:1][C:2]1[CH:7]=[C:6]([C:17]2[C:18]3[C:13](=[CH:12][CH:11]=[CH:10][CH:9]=3)[CH:14]=[CH:15][CH:16]=2)[CH:5]=[CH:4][CH:3]=1, predict the reactants needed to synthesize it.